Predict the reaction yield, written as a fraction of the theoretical maximum amount of product (1.0 means a 100% yield; for example, 0.34 means a 34% yield). From a dataset of Reaction yield outcomes from USPTO patents with 853,638 reactions. (1) The reactants are C(OC(OCC)[N:5]1[CH:9]=[CH:8][N:7]=[CH:6]1)C.C([Li])CCC.[Cl:18][C:19]1[CH:26]=[CH:25][CH:24]=[C:23]([CH2:27][CH3:28])[C:20]=1[CH:21]=[O:22]. The catalyst is O1CCCC1.CCCCCC. The product is [Cl:18][C:19]1[CH:26]=[CH:25][CH:24]=[C:23]([CH2:27][CH3:28])[C:20]=1[CH:21]([C:6]1[NH:5][CH:9]=[CH:8][N:7]=1)[OH:22]. The yield is 0.960. (2) The reactants are [OH:1][C:2]1[CH:3]=[C:4]([CH:7]=[CH:8][C:9]=1[OH:10])[CH:5]=[O:6].C(=O)([O-])[O-].[K+].[K+].I[CH2:18][CH3:19]. The catalyst is CN(C)C=O. The product is [CH2:18]([O:10][C:9]1[CH:8]=[CH:7][C:4]([CH:5]=[O:6])=[CH:3][C:2]=1[OH:1])[CH3:19]. The yield is 0.600. (3) The reactants are [N:1]12[CH2:8][CH2:7][CH:4]([CH2:5][CH2:6]1)[CH:3]([CH2:9][C:10]([OH:12])=O)[CH2:2]2.[CH:13]([C:16]1[CH:17]=[C:18]([C:22]([NH2:25])([CH3:24])[CH3:23])[CH:19]=[CH:20][CH:21]=1)([CH3:15])[CH3:14]. No catalyst specified. The product is [N:1]12[CH2:6][CH2:5][CH:4]([CH2:7][CH2:8]1)[CH:3]([CH2:9][C:10]([NH:25][C:22]([C:18]1[CH:19]=[CH:20][CH:21]=[C:16]([CH:13]([CH3:15])[CH3:14])[CH:17]=1)([CH3:24])[CH3:23])=[O:12])[CH2:2]2. The yield is 0.100. (4) The reactants are O[CH2:2][CH:3]([C:11]1[C:16]([CH3:17])=[CH:15][C:14]([CH3:18])=[C:13]([CH3:19])[C:12]=1[OH:20])[C:4]1[CH:9]=[CH:8][C:7]([Br:10])=[CH:6][CH:5]=1. The catalyst is CO. The product is [Br:10][C:7]1[CH:6]=[CH:5][C:4]([CH:3]2[C:11]3[C:16]([CH3:17])=[CH:15][C:14]([CH3:18])=[C:13]([CH3:19])[C:12]=3[O:20][CH2:2]2)=[CH:9][CH:8]=1. The yield is 0.950. (5) The reactants are [C:1]([O:5][C:6]([N:8]1[CH2:13][CH2:12][CH:11]([OH:14])[CH2:10][CH2:9]1)=[O:7])([CH3:4])([CH3:3])[CH3:2].[Cl:15][C:16]1[CH:25]=[C:24]([N+:26]([O-:28])=[O:27])[CH:23]=[C:18]([C:19]([O:21][CH3:22])=[O:20])[C:17]=1O.C1(P(C2C=CC=CC=2)C2C=CC=CC=2)C=CC=CC=1.N(C(OCC)=O)=NC(OCC)=O. The catalyst is ClCCl. The product is [C:1]([O:5][C:6]([N:8]1[CH2:13][CH2:12][CH:11]([O:14][C:17]2[C:18]([C:19]([O:21][CH3:22])=[O:20])=[CH:23][C:24]([N+:26]([O-:28])=[O:27])=[CH:25][C:16]=2[Cl:15])[CH2:10][CH2:9]1)=[O:7])([CH3:4])([CH3:2])[CH3:3]. The yield is 0.790.